Dataset: Forward reaction prediction with 1.9M reactions from USPTO patents (1976-2016). Task: Predict the product of the given reaction. (1) Given the reactants [NH:1]([CH2:5][CH2:6][OH:7])[CH2:2][CH2:3][OH:4].[CH2:8]([N:12]=[C:13]=[O:14])[CH2:9][CH2:10][CH3:11], predict the reaction product. The product is: [CH2:8]([NH:12][C:13](=[O:14])[N:1]([CH2:5][CH2:6][OH:7])[CH2:2][CH2:3][OH:4])[CH2:9][CH2:10][CH3:11]. (2) Given the reactants Cl.[CH3:2][O:3][NH2:4].[C:5]([O:8][C@H:9]1[C@H:14]([N:15]=[C:16]=[S:17])[C@@H:13]([O:18][C:19](=[O:21])[CH3:20])[C@H:12]([O:22][C:23](=[O:25])[CH3:24])[C@@H:11]([CH2:26][O:27][C:28](=[O:30])[CH3:29])[O:10]1)(=[O:7])[CH3:6].C(N(CC)CC)C, predict the reaction product. The product is: [C:5]([O:8][C@H:9]1[C@H:14]([NH:15][C:16]([NH:4][O:3][CH3:2])=[S:17])[C@@H:13]([O:18][C:19](=[O:21])[CH3:20])[C@H:12]([O:22][C:23](=[O:25])[CH3:24])[C@@H:11]([CH2:26][O:27][C:28](=[O:30])[CH3:29])[O:10]1)(=[O:7])[CH3:6]. (3) Given the reactants [CH:1]1([CH2:5][NH:6][C:7]([C:9]2[N:14]=[C:13]([O:15][CH2:16][C:17](O)=[O:18])[CH:12]=[CH:11][C:10]=2[NH:20][C:21]([C:23]2[C:32]3[C:27](=[CH:28][CH:29]=[CH:30][CH:31]=3)[C:26]([CH2:33][N:34]3[CH:38]=[CH:37][N:36]=[N:35]3)=[CH:25][CH:24]=2)=[O:22])=[O:8])[CH2:4][CH2:3][CH2:2]1.C[N:40](C(ON1N=NC2C=CC=CC1=2)=[N+](C)C)C.[B-](F)(F)(F)F.CCN(C(C)C)C(C)C.[Cl-].[NH4+], predict the reaction product. The product is: [NH2:40][C:17](=[O:18])[CH2:16][O:15][C:13]1[N:14]=[C:9]([C:7]([NH:6][CH2:5][CH:1]2[CH2:4][CH2:3][CH2:2]2)=[O:8])[C:10]([NH:20][C:21]([C:23]2[C:32]3[C:27](=[CH:28][CH:29]=[CH:30][CH:31]=3)[C:26]([CH2:33][N:34]3[CH:38]=[CH:37][N:36]=[N:35]3)=[CH:25][CH:24]=2)=[O:22])=[CH:11][CH:12]=1. (4) Given the reactants Br[C:2]1[CH:3]=[C:4]2[C:9](=[CH:10][CH:11]=1)[N:8]=[CH:7][C:6]([C:12]([CH:14]1[CH2:16][CH2:15]1)=[O:13])=[C:5]2[Cl:17].C([O-])([O-])=O.[Cs+].[Cs+].[Cl:24][C:25]1[CH:30]=[C:29](B2OC(C)(C)C(C)(C)O2)[CH:28]=[C:27]([O:40][CH3:41])[C:26]=1[OH:42], predict the reaction product. The product is: [Cl:17][C:5]1[C:4]2[C:9](=[CH:10][CH:11]=[C:2]([C:29]3[CH:28]=[C:27]([O:40][CH3:41])[C:26]([OH:42])=[C:25]([Cl:24])[CH:30]=3)[CH:3]=2)[N:8]=[CH:7][C:6]=1[C:12]([CH:14]1[CH2:16][CH2:15]1)=[O:13]. (5) Given the reactants [Si:1]([O:8][C@H:9]1[C@H:13]2[O:14][CH2:15][C@@H:16]([O:17][CH2:18][C:19]3[NH:27][C:26]4[C:21](=[N:22][C:23](Cl)=[CH:24][CH:25]=4)[CH:20]=3)[C@H:12]2[O:11][CH2:10]1)([C:4]([CH3:7])([CH3:6])[CH3:5])([CH3:3])[CH3:2].CC1(C)C(C)(C)OB([C:37]2[CH:42]=[CH:41][C:40]([C:43]3([CH2:46][OH:47])[CH2:45][CH2:44]3)=[CH:39][CH:38]=2)O1.C([O-])([O-])=O.[Na+].[Na+].O, predict the reaction product. The product is: [Si:1]([O:8][C@H:9]1[C@H:13]2[O:14][CH2:15][C@@H:16]([O:17][CH2:18][C:19]3[NH:27][C:26]4[C:21](=[N:22][C:23]([C:37]5[CH:42]=[CH:41][C:40]([C:43]6([CH2:46][OH:47])[CH2:44][CH2:45]6)=[CH:39][CH:38]=5)=[CH:24][CH:25]=4)[CH:20]=3)[C@H:12]2[O:11][CH2:10]1)([C:4]([CH3:7])([CH3:6])[CH3:5])([CH3:3])[CH3:2]. (6) Given the reactants [Br:1][C:2]1[CH:3]=[C:4]([C:11]([NH2:13])=O)[CH:5]=[C:6]2[C:10]=1[CH2:9][CH2:8][CH2:7]2.O=P(Cl)(Cl)Cl.C(N(CC)CC)C, predict the reaction product. The product is: [Br:1][C:2]1[CH:3]=[C:4]([C:11]#[N:13])[CH:5]=[C:6]2[C:10]=1[CH2:9][CH2:8][CH2:7]2.